The task is: Predict the reactants needed to synthesize the given product.. This data is from Full USPTO retrosynthesis dataset with 1.9M reactions from patents (1976-2016). Given the product [NH2:37][C:38]1[CH:46]=[CH:45][C:41]([C:42]([O-:44])=[O:43])=[CH:40][CH:39]=1.[CH2:2]([N+:4]1[C:9](/[CH:10]=[CH:11]/[C:12]2[CH:13]=[CH:14][C:15]([N:18]3[CH2:22][CH2:21][CH2:20][CH2:19]3)=[CH:16][CH:17]=2)=[CH:8][CH:7]=[CH:6][C:5]=1/[CH:23]=[CH:24]/[C:25]1[CH:30]=[CH:29][C:28]([N:31]2[CH2:32][CH2:33][CH2:34][CH2:35]2)=[CH:27][CH:26]=1)[CH3:3], predict the reactants needed to synthesize it. The reactants are: [Cl-].[CH2:2]([N+:4]1[C:9](/[CH:10]=[CH:11]/[C:12]2[CH:17]=[CH:16][C:15]([N:18]3[CH2:22][CH2:21][CH2:20][CH2:19]3)=[CH:14][CH:13]=2)=[CH:8][CH:7]=[CH:6][C:5]=1/[CH:23]=[CH:24]/[C:25]1[CH:30]=[CH:29][C:28]([N:31]2[CH2:35][CH2:34][CH2:33][CH2:32]2)=[CH:27][CH:26]=1)[CH3:3].[Na].[NH2:37][C:38]1[CH:46]=[CH:45][C:41]([C:42]([OH:44])=[O:43])=[CH:40][CH:39]=1.